Dataset: Full USPTO retrosynthesis dataset with 1.9M reactions from patents (1976-2016). Task: Predict the reactants needed to synthesize the given product. (1) The reactants are: [Br:1][C:2]1[CH:3]=[C:4]([S:9]([NH:12][C:13]2[N:14]=[N:15][C:16]([Cl:21])=[CH:17][C:18]=2[O:19]C)(=[O:11])=[O:10])[CH:5]=[N:6][C:7]=1[Cl:8].B(Br)(Br)Br. Given the product [Br:1][C:2]1[CH:3]=[C:4]([S:9]([NH:12][C:13]2[N:14]=[N:15][C:16]([Cl:21])=[CH:17][C:18]=2[OH:19])(=[O:10])=[O:11])[CH:5]=[N:6][C:7]=1[Cl:8], predict the reactants needed to synthesize it. (2) Given the product [Cl:21][C:22]1[CH:23]=[C:24]([NH:25][C:2]2[C:3]3[N:10]([CH2:11][CH2:12][NH:13][C:14](=[O:20])[O:15][C:16]([CH3:19])([CH3:18])[CH3:17])[CH:9]=[CH:8][C:4]=3[N:5]=[CH:6][N:7]=2)[CH:26]=[CH:27][C:28]=1[O:29][C:30]1[CH:35]=[CH:34][CH:33]=[C:32]([O:36][C:37]([F:39])([F:40])[F:38])[CH:31]=1, predict the reactants needed to synthesize it. The reactants are: Cl[C:2]1[C:3]2[N:10]([CH2:11][CH2:12][NH:13][C:14](=[O:20])[O:15][C:16]([CH3:19])([CH3:18])[CH3:17])[CH:9]=[CH:8][C:4]=2[N:5]=[CH:6][N:7]=1.[Cl:21][C:22]1[CH:23]=[C:24]([CH:26]=[CH:27][C:28]=1[O:29][C:30]1[CH:35]=[CH:34][CH:33]=[C:32]([O:36][C:37]([F:40])([F:39])[F:38])[CH:31]=1)[NH2:25].C(=O)([O-])O.[Na+]. (3) Given the product [CH3:1][O:2][C:3]1[N:4]=[C:5]([C:19]2[CH:24]=[CH:23][CH:22]=[CH:21][CH:20]=2)[N:6]=[C:7]([OH:9])[CH:8]=1, predict the reactants needed to synthesize it. The reactants are: [CH3:1][O:2][C:3]1[CH:8]=[C:7]([O:9]CC2C=CC(OC)=CC=2)[N:6]=[C:5]([C:19]2[CH:24]=[CH:23][CH:22]=[CH:21][CH:20]=2)[N:4]=1.C([O-])(O)=O.[Na+].C(Cl)Cl. (4) Given the product [F:22][C:19]1[CH:20]=[CH:21][C:16]([CH2:15][N:5]2[CH:6]=[CH:7][CH:8]=[C:9]([C:10]([O:12][CH3:13])=[O:11])[C:4]2=[O:3])=[CH:17][CH:18]=1.[F:22][C:19]1[CH:20]=[CH:21][C:16]([CH2:15][N:5]2[CH:6]=[CH:7][CH:8]=[C:9]([C:10]([O:12][CH2:13][C:16]3[CH:21]=[CH:20][C:19]([F:22])=[CH:18][CH:17]=3)=[O:11])[C:4]2=[O:3])=[CH:17][CH:18]=1, predict the reactants needed to synthesize it. The reactants are: [H-].[Li+].[O:3]=[C:4]1[C:9]([C:10]([O:12][CH3:13])=[O:11])=[CH:8][CH:7]=[CH:6][NH:5]1.Br[CH2:15][C:16]1[CH:21]=[CH:20][C:19]([F:22])=[CH:18][CH:17]=1. (5) Given the product [NH2:32][CH:33]([C:37]1[CH:42]=[CH:41][CH:40]=[CH:39][CH:38]=1)[C:34]([N:11]([C:9]1[CH:8]=[CH:7][C:5]2[O:6][C:2]([F:1])([F:24])[O:3][C:4]=2[CH:10]=1)[CH2:12][CH2:13][C:14]1[CH:19]=[CH:18][C:17]([C:20]([F:23])([F:21])[F:22])=[CH:16][CH:15]=1)=[O:35], predict the reactants needed to synthesize it. The reactants are: [F:1][C:2]1([F:24])[O:6][C:5]2[CH:7]=[CH:8][C:9]([NH:11][CH2:12][CH2:13][C:14]3[CH:19]=[CH:18][C:17]([C:20]([F:23])([F:22])[F:21])=[CH:16][CH:15]=3)=[CH:10][C:4]=2[O:3]1.C(OC([NH:32][CH:33]([C:37]1[CH:42]=[CH:41][CH:40]=[CH:39][CH:38]=1)[C:34](O)=[O:35])=O)(C)(C)C. (6) Given the product [F:1][C:2]1[CH:7]=[CH:6][C:5]([CH2:8][NH:9][C:10]([C:12]2[N:13]=[C:14]3[C:20]4([CH2:25][CH2:24][O:23][CH2:22][CH2:21]4)[CH2:19][O:18][CH2:17][CH2:16][N:15]3[C:26](=[O:29])[C:27]=2[OH:28])=[O:11])=[C:4]([N:30]2[CH:34]=[N:33][C:32]([CH2:35][O:36][CH3:37])=[N:31]2)[CH:3]=1, predict the reactants needed to synthesize it. The reactants are: [F:1][C:2]1[CH:7]=[CH:6][C:5]([CH2:8][NH:9][C:10]([C:12]2[N:13]=[C:14]3[C:20]4([CH2:25][CH2:24][O:23][CH2:22][CH2:21]4)[CH2:19][O:18][CH2:17][CH2:16][N:15]3[C:26](=[O:29])[C:27]=2[OH:28])=[O:11])=[C:4]([N:30]2[CH:34]=[N:33][C:32]([CH2:35][OH:36])=[N:31]2)[CH:3]=1.[CH2:37](N(CC)CC)C.S(Cl)(C)(=O)=O.